This data is from Catalyst prediction with 721,799 reactions and 888 catalyst types from USPTO. The task is: Predict which catalyst facilitates the given reaction. (1) Reactant: [C:1]([CH2:3][C:4]1[CH:5]=[C:6]([C:13]2[N:18]=[C:17]([CH2:19][CH2:20][CH2:21][C:22]([O:24]CC)=[O:23])[CH:16]=[CH:15][N:14]=2)[CH:7]=[CH:8][C:9]=1[O:10][CH2:11][CH3:12])#[N:2].[Li+].[OH-]. Product: [C:1]([CH2:3][C:4]1[CH:5]=[C:6]([C:13]2[N:18]=[C:17]([CH2:19][CH2:20][CH2:21][C:22]([OH:24])=[O:23])[CH:16]=[CH:15][N:14]=2)[CH:7]=[CH:8][C:9]=1[O:10][CH2:11][CH3:12])#[N:2]. The catalyst class is: 36. (2) Reactant: [Cl:1][C:2]1[CH:7]=[CH:6][C:5]([CH:8]2[S:14][C:13]([CH3:16])([CH3:15])[C:12](=O)[NH:11][C:10]3[N:18]([CH3:24])[N:19]=[C:20]([CH:21]4[CH2:23][CH2:22]4)[C:9]2=3)=[C:4]([CH3:25])[CH:3]=1.O1CCCC1.B.Cl.[OH-].[Na+]. Product: [Cl:1][C:2]1[CH:7]=[CH:6][C:5]([CH:8]2[S:14][C:13]([CH3:15])([CH3:16])[CH2:12][NH:11][C:10]3[N:18]([CH3:24])[N:19]=[C:20]([CH:21]4[CH2:23][CH2:22]4)[C:9]2=3)=[C:4]([CH3:25])[CH:3]=1. The catalyst class is: 56. (3) Reactant: [CH3:1][O:2][C:3](=[O:21])[C:4]1[CH:9]=[CH:8][C:7]([CH2:10][NH:11]C2CCC(C(O)=O)CC2)=[CH:6][CH:5]=1.[F:22][C:23]([F:35])([F:34])[O:24][C:25]1[CH:30]=[CH:29][C:28]([N:31]=[C:32]=[O:33])=[CH:27][CH:26]=1. Product: [CH3:1][O:2][C:3](=[O:21])[C:4]1[CH:5]=[CH:6][C:7]([CH:10]([NH:11][C:32]([NH:31][C:28]2[CH:27]=[CH:26][C:25]([O:24][C:23]([F:34])([F:35])[F:22])=[CH:30][CH:29]=2)=[O:33])[CH:7]2[CH2:8][CH2:9][CH:4]([C:3]([OH:21])=[O:2])[CH2:5][CH2:6]2)=[CH:8][CH:9]=1. The catalyst class is: 10. (4) Reactant: [F:1][C:2]1[CH:9]=[C:8]([O:10][CH3:11])[CH:7]=[CH:6][C:3]=1[CH:4]=[O:5].S(Cl)([Cl:15])(=O)=O. Product: [Cl:15][C:7]1[C:8]([O:10][CH3:11])=[CH:9][C:2]([F:1])=[C:3]([CH:6]=1)[CH:4]=[O:5]. The catalyst class is: 15. (5) Reactant: [Br:1][C:2]1[CH:3]=[CH:4][C:5]([CH:8]=[O:9])=[N:6][CH:7]=1.[BH4-].[Na+].O. Product: [Br:1][C:2]1[CH:3]=[CH:4][C:5]([CH2:8][OH:9])=[N:6][CH:7]=1. The catalyst class is: 353. (6) Reactant: Br[CH2:2][C:3]([O:5][C:6]([CH3:9])([CH3:8])[CH3:7])=[O:4].C(=O)([O-])[O-].[K+].[K+].[OH:16][C:17]1[CH:22]=[CH:21][C:20]([C@H:23]2[CH2:25][C@@H:24]2[C:26]([NH:28][C@@H:29]([C:31]2[CH:36]=[CH:35][C:34]([O:37][CH2:38][C:39]([F:42])([F:41])[F:40])=[CH:33][N:32]=2)[CH3:30])=[O:27])=[CH:19][CH:18]=1.O. Product: [F:42][C:39]([F:40])([F:41])[CH2:38][O:37][C:34]1[CH:35]=[CH:36][C:31]([C@H:29]([NH:28][C:26]([C@H:24]2[CH2:25][C@@H:23]2[C:20]2[CH:19]=[CH:18][C:17]([O:16][CH2:2][C:3]([O:5][C:6]([CH3:9])([CH3:8])[CH3:7])=[O:4])=[CH:22][CH:21]=2)=[O:27])[CH3:30])=[N:32][CH:33]=1. The catalyst class is: 4.